The task is: Predict the reactants needed to synthesize the given product.. This data is from Full USPTO retrosynthesis dataset with 1.9M reactions from patents (1976-2016). (1) The reactants are: NC1C=CC(Cl)=CC=1C(C1C=CC(F)=CC=1)=O.[NH2:18][C:19]1[CH:24]=[CH:23][C:22]([CH3:25])=[CH:21][CH:20]=1.[F:26][C:27]1[CH:35]=[CH:34][CH:33]=[C:32]([F:36])[C:28]=1[C:29](Cl)=[O:30]. Given the product [NH2:18][C:19]1[CH:24]=[CH:23][C:22]([CH3:25])=[CH:21][C:20]=1[C:29]([C:28]1[C:27]([F:26])=[CH:35][CH:34]=[CH:33][C:32]=1[F:36])=[O:30], predict the reactants needed to synthesize it. (2) Given the product [Cl:13][C:6]1[C:7]2[C:12](=[CH:11][CH:10]=[CH:9][CH:8]=2)[C:3]([O:16][CH2:15][CH3:14])=[N:4][N:5]=1, predict the reactants needed to synthesize it. The reactants are: [Na].Cl[C:3]1[C:12]2[C:7](=[CH:8][CH:9]=[CH:10][CH:11]=2)[C:6]([Cl:13])=[N:5][N:4]=1.[CH3:14][CH2:15][OH:16]. (3) Given the product [F:32][C:29]([F:30])([F:31])[C:27]1[CH:26]=[C:5]([CH:4]=[C:3]([C:2]([F:1])([F:33])[F:34])[CH:28]=1)[C:6]([N:8]1[CH2:25][CH2:24][C:11]2([C:15](=[O:16])[N:14]([CH2:36][CH2:37][N:38]3[CH2:42][CH2:41][CH2:40][CH2:39]3)[CH:13]=[C:12]2[C:17]2[CH:22]=[CH:21][CH:20]=[CH:19][C:18]=2[CH3:23])[CH2:10][CH2:9]1)=[O:7], predict the reactants needed to synthesize it. The reactants are: [F:1][C:2]([F:34])([F:33])[C:3]1[CH:4]=[C:5]([CH:26]=[C:27]([C:29]([F:32])([F:31])[F:30])[CH:28]=1)[C:6]([N:8]1[CH2:25][CH2:24][C:11]2([C:15](=[O:16])[NH:14][CH:13]=[C:12]2[C:17]2[CH:22]=[CH:21][CH:20]=[CH:19][C:18]=2[CH3:23])[CH2:10][CH2:9]1)=[O:7].Cl[CH2:36][CH2:37][N:38]1[CH2:42][CH2:41][CH2:40][CH2:39]1. (4) The reactants are: [N:1]12[CH2:8][CH2:7][CH:4]([CH2:5][CH2:6]1)[CH:3]([O:9][C:10]1[N:11]=[CH:12][C:13]([C:16]3[CH:21]=[CH:20][C:19]([NH:22]C(=O)OCC4C=CC=CC=4)=[CH:18][CH:17]=3)=[N:14][CH:15]=1)[CH2:2]2. Given the product [N:1]12[CH2:6][CH2:5][CH:4]([CH2:7][CH2:8]1)[CH:3]([O:9][C:10]1[N:11]=[CH:12][C:13]([C:16]3[CH:21]=[CH:20][C:19]([NH2:22])=[CH:18][CH:17]=3)=[N:14][CH:15]=1)[CH2:2]2, predict the reactants needed to synthesize it. (5) Given the product [CH2:29]([O:28][C:19]1[CH:18]=[C:17]2[C:22](=[C:21]3[CH2:23][C:24]([CH3:27])([CH3:26])[O:25][C:20]=13)[C:13]([C:11]1[CH:10]=[CH:9][C:4]([C:5]([O:7][CH3:8])=[O:6])=[C:3]([NH:2][C:40]([C:35]3[CH:36]=[CH:37][CH:38]=[CH:39][N:34]=3)=[O:41])[CH:12]=1)=[N:14][C:15]([CH3:31])([CH3:32])[CH2:16]2)[CH3:30], predict the reactants needed to synthesize it. The reactants are: Cl.[NH2:2][C:3]1[CH:12]=[C:11]([C:13]2[C:22]3[C:17](=[CH:18][C:19]([O:28][CH2:29][CH3:30])=[C:20]4[O:25][C:24]([CH3:27])([CH3:26])[CH2:23][C:21]4=3)[CH2:16][C:15]([CH3:32])([CH3:31])[N:14]=2)[CH:10]=[CH:9][C:4]=1[C:5]([O:7][CH3:8])=[O:6].Cl.[N:34]1[CH:39]=[CH:38][CH:37]=[CH:36][C:35]=1[C:40](Cl)=[O:41]. (6) Given the product [NH2:1][C:2]1[N:7]2[CH:8]=[C:9]([CH3:11])[N:10]=[C:6]2[C:5]([C:12]([NH:14][CH2:15][CH:16]2[CH2:17][CH2:18][N:19]([CH:37]([CH3:44])[C:38](=[O:43])[C:39]([CH3:42])([CH3:41])[CH3:40])[CH2:20][CH2:21]2)=[O:13])=[CH:4][C:3]=1[Cl:27], predict the reactants needed to synthesize it. The reactants are: [NH2:1][C:2]1[N:7]2[CH:8]=[C:9]([CH3:11])[N:10]=[C:6]2[C:5]([C:12]([NH:14][CH2:15][CH:16]2[CH2:21][CH2:20][N:19](C[C@@H](C)CO)[CH2:18][CH2:17]2)=[O:13])=[CH:4][C:3]=1[Cl:27].C(=O)([O-])[O-].[K+].[K+].[I-].[K+].Br[CH:37]([CH3:44])[C:38](=[O:43])[C:39]([CH3:42])([CH3:41])[CH3:40]. (7) The reactants are: [C:1]([O:5][C:6]([C:8]1[CH:9]=[C:10]([C:14]2[C:19]([CH3:20])=[CH:18][CH:17]=[CH:16][N+:15]=2[O-])[CH:11]=[CH:12][CH:13]=1)=[O:7])([CH3:4])([CH3:3])[CH3:2].[N:22]1C=CC=CC=1.CS(OS(C)(=O)=O)(=O)=O.C(CN)O. Given the product [C:1]([O:5][C:6](=[O:7])[C:8]1[CH:13]=[CH:12][CH:11]=[C:10]([C:14]2[C:19]([CH3:20])=[CH:18][CH:17]=[C:16]([NH2:22])[N:15]=2)[CH:9]=1)([CH3:4])([CH3:3])[CH3:2], predict the reactants needed to synthesize it.